This data is from Reaction yield outcomes from USPTO patents with 853,638 reactions. The task is: Predict the reaction yield, written as a fraction of the theoretical maximum amount of product (1.0 means a 100% yield; for example, 0.34 means a 34% yield). No catalyst specified. The product is [CH3:1][C:2]1[CH:3]=[C:4]([NH:16][C:17]2[C:26]3[C:21](=[CH:22][CH:23]=[CH:24][C:25]=3[O:27][CH2:28][C@H:29]3[CH2:34][O:33][CH2:32][CH2:31][N:30]3[C:39](=[O:38])[CH2:40][OH:41])[N:20]=[CH:19][N:18]=2)[CH:5]=[CH:6][C:7]=1[O:8][C:9]1[CH:10]=[N:11][C:12]([CH3:15])=[CH:13][CH:14]=1. The yield is 0.240. The reactants are [CH3:1][C:2]1[CH:3]=[C:4]([NH:16][C:17]2[C:26]3[C:21](=[CH:22][CH:23]=[CH:24][C:25]=3[O:27][CH2:28][C@H:29]3[CH2:34][O:33][CH2:32][CH2:31][NH:30]3)[N:20]=[CH:19][N:18]=2)[CH:5]=[CH:6][C:7]=1[O:8][C:9]1[CH:10]=[N:11][C:12]([CH3:15])=[CH:13][CH:14]=1.C([O:38][CH2:39][C:40](Cl)=[O:41])(=O)C.